From a dataset of Forward reaction prediction with 1.9M reactions from USPTO patents (1976-2016). Predict the product of the given reaction. Given the reactants [Si]([O:8][C:9]1[CH:14]=[CH:13][C:12]([C:15]2[N:19]([CH:20]3[CH2:25][CH2:24][CH2:23][CH2:22][CH2:21]3)[C:18]3[CH:26]=[CH:27][C:28]([C:30]4[N:31]=[N:32][NH:33][N:34]=4)=[CH:29][C:17]=3[N:16]=2)=[CH:11][CH:10]=1)(C(C)(C)C)(C)C.[F-].C([N+](CCCC)(CCCC)CCCC)CCC, predict the reaction product. The product is: [OH:8][C:9]1[CH:10]=[CH:11][C:12]([C:15]2[N:19]([CH:20]3[CH2:25][CH2:24][CH2:23][CH2:22][CH2:21]3)[C:18]3[CH:26]=[CH:27][C:28]([C:30]4[N:31]=[N:32][NH:33][N:34]=4)=[CH:29][C:17]=3[N:16]=2)=[CH:13][CH:14]=1.